Dataset: Reaction yield outcomes from USPTO patents with 853,638 reactions. Task: Predict the reaction yield, written as a fraction of the theoretical maximum amount of product (1.0 means a 100% yield; for example, 0.34 means a 34% yield). (1) The catalyst is CC(C)=O. The yield is 0.850. The product is [CH3:3][CH:2]([O:4][C:5]1[CH:6]=[CH:7][C:8]([CH:11]=[O:12])=[N:9][CH:10]=1)[CH3:1]. The reactants are [CH3:1][CH:2]([O:4][C:5]1[CH:6]=[CH:7][C:8]([CH2:11][OH:12])=[N:9][CH:10]=1)[CH3:3].CC1(C)N([O])C(C)(C)CCC1.ClN1C(=O)N(Cl)C(=O)N(Cl)C1=O. (2) The reactants are [OH:1][C:2]1[CH:15]=[CH:14][C:5]2[C@H:6]([CH2:9][C:10]([O:12][CH3:13])=[O:11])[CH2:7][O:8][C:4]=2[CH:3]=1.[F:16][C:17]1[C:18]([CH3:40])=[C:19]([C:32]2[CH:37]=[CH:36][CH:35]=[C:34]([CH2:38]O)[CH:33]=2)[C:20]([CH3:31])=[CH:21][C:22]=1[O:23][CH2:24][CH2:25][CH2:26][S:27]([CH3:30])(=[O:29])=[O:28].C(P(CCCC)CCCC)CCC.N(C(N1CCCCC1)=O)=NC(N1CCCCC1)=O. The catalyst is CCCCCC.O1CCCC1.C1(C)C=CC=CC=1. The product is [CH3:13][O:12][C:10](=[O:11])[CH2:9][C@H:6]1[C:5]2[CH:14]=[CH:15][C:2]([O:1][CH2:38][C:34]3[CH:33]=[C:32]([C:19]4[C:20]([CH3:31])=[CH:21][C:22]([O:23][CH2:24][CH2:25][CH2:26][S:27]([CH3:30])(=[O:29])=[O:28])=[C:17]([F:16])[C:18]=4[CH3:40])[CH:37]=[CH:36][CH:35]=3)=[CH:3][C:4]=2[O:8][CH2:7]1. The yield is 0.770. (3) The reactants are [CH3:1][O:2][C:3]1[CH:4]=[CH:5][C:6]2[O:10][C:9]([CH:11]([NH:18][C:19]3[CH:28]=[CH:27][C:22]([C:23]([O:25]C)=[O:24])=[CH:21][CH:20]=3)[CH2:12][CH2:13][CH2:14][CH2:15][S:16][CH3:17])=[C:8]([CH3:29])[C:7]=2[CH:30]=1.O1CCCC1.[OH-].[Na+]. The catalyst is C(O)C. The product is [CH3:1][O:2][C:3]1[CH:4]=[CH:5][C:6]2[O:10][C:9]([CH:11]([NH:18][C:19]3[CH:20]=[CH:21][C:22]([C:23]([OH:25])=[O:24])=[CH:27][CH:28]=3)[CH2:12][CH2:13][CH2:14][CH2:15][S:16][CH3:17])=[C:8]([CH3:29])[C:7]=2[CH:30]=1. The yield is 0.940. (4) The reactants are [NH2:1][C:2]1[C:3]2[N:4]([C:12]([CH3:16])=[C:13]([CH3:15])[N:14]=2)[CH:5]=[C:6]([C:8]([O:10][CH3:11])=[O:9])[CH:7]=1.[O:17]1[CH:19]2[CH2:20][C:21]3[C:26]([CH:18]12)=[CH:25][CH:24]=[CH:23][CH:22]=3. The catalyst is O1CCOCC1.O. The product is [OH:17][C@@H:19]1[CH2:20][C:21]2[C:26](=[CH:25][CH:24]=[CH:23][CH:22]=2)[C@H:18]1[NH:1][C:2]1[C:3]2[N:4]([C:12]([CH3:16])=[C:13]([CH3:15])[N:14]=2)[CH:5]=[C:6]([C:8]([O:10][CH3:11])=[O:9])[CH:7]=1. The yield is 0.770. (5) The reactants are Cl[C:2]1[N:3]=[CH:4][C:5]([C:8]([NH:10][C:11]2[NH:12][N:13]=[C:14]([O:16][CH2:17][C:18]3[CH:23]=[C:22]([O:24][CH3:25])[CH:21]=[C:20]([O:26][CH3:27])[CH:19]=3)[CH:15]=2)=[O:9])=[N:6][CH:7]=1.[CH3:28][N:29]1[CH2:34][CH2:33][NH:32][CH2:31][CH:30]1[CH3:35]. The catalyst is CS(C)=O. The product is [CH3:27][O:26][C:20]1[CH:19]=[C:18]([CH2:17][O:16][C:14]2[CH:15]=[C:11]([NH:10][C:8]([C:5]3[CH:4]=[N:3][C:2]([N:32]4[CH2:33][CH2:34][N:29]([CH3:28])[CH:30]([CH3:35])[CH2:31]4)=[CH:7][N:6]=3)=[O:9])[NH:12][N:13]=2)[CH:23]=[C:22]([O:24][CH3:25])[CH:21]=1. The yield is 0.840.